From a dataset of Catalyst prediction with 721,799 reactions and 888 catalyst types from USPTO. Predict which catalyst facilitates the given reaction. (1) Reactant: [NH:1]1[C:9]2[C:4](=[C:5]([O:10][CH2:11][C:12]3[CH:17]=[CH:16][C:15]([CH:18]4[CH2:23][CH2:22][N:21]([C:24]([O:26][CH2:27][C:28]5[CH:33]=[CH:32][CH:31]=[CH:30][CH:29]=5)=[O:25])[CH2:20][CH:19]4[O:34][CH2:35][C:36]4[CH:37]=[CH:38][C:39]5[O:44][CH2:43][CH2:42][N:41]([CH2:45][CH2:46][CH2:47][O:48][CH3:49])[C:40]=5[CH:50]=4)=[CH:14][CH:13]=3)[CH:6]=[CH:7][CH:8]=2)[CH:3]=[CH:2]1.CI.[H-].[Na+].[C:55](=O)([O-])O.[Na+]. Product: [CH3:49][O:48][CH2:47][CH2:46][CH2:45][N:41]1[C:40]2[CH:50]=[C:36]([CH2:35][O:34][CH:19]3[CH:18]([C:15]4[CH:14]=[CH:13][C:12]([CH:11]([O:10][C:5]5[CH:6]=[CH:7][CH:8]=[C:9]6[C:4]=5[CH:3]=[CH:2][NH:1]6)[CH3:55])=[CH:17][CH:16]=4)[CH2:23][CH2:22][N:21]([C:24]([O:26][CH2:27][C:28]4[CH:33]=[CH:32][CH:31]=[CH:30][CH:29]=4)=[O:25])[CH2:20]3)[CH:37]=[CH:38][C:39]=2[O:44][CH2:43][CH2:42]1. The catalyst class is: 9. (2) Reactant: Cl[C:2]1[N:7]=[C:6]([NH:8][CH3:9])[N:5]=[C:4]([N:10]2[C@H:15]([C:16]([F:19])([F:18])[F:17])[CH2:14][CH2:13][C@H:12]([C:20]([NH:22][CH2:23][C:24]3[CH:29]=[CH:28][CH:27]=[CH:26][CH:25]=3)=[O:21])[CH2:11]2)[CH:3]=1.[C:30]([C:32]1[CH:37]=[CH:36][C:35](B(O)O)=[CH:34][C:33]=1[F:41])#[N:31].C([O-])(O)=O.[Na+].N#N. Product: [C:30]([C:32]1[CH:37]=[CH:36][C:35]([C:2]2[N:7]=[C:6]([NH:8][CH3:9])[N:5]=[C:4]([N:10]3[C@H:15]([C:16]([F:19])([F:18])[F:17])[CH2:14][CH2:13][C@H:12]([C:20]([NH:22][CH2:23][C:24]4[CH:25]=[CH:26][CH:27]=[CH:28][CH:29]=4)=[O:21])[CH2:11]3)[CH:3]=2)=[CH:34][C:33]=1[F:41])#[N:31]. The catalyst class is: 77. (3) Reactant: [CH2:1]([CH:5]1[CH2:9][N:8]([CH:10]2[CH2:15][CH2:14][O:13][CH2:12][CH2:11]2)[C:7](=[O:16])[N:6]1[CH:17]1[CH2:22][CH2:21][NH:20][CH2:19][CH2:18]1)[CH2:2][CH2:3][CH3:4].[CH3:23][O:24][C:25](=[O:42])[C:26]1[CH:31]=[CH:30][C:29]([S:32][C:33]2[CH:38]=[CH:37][C:36]([CH:39]=O)=[C:35]([CH3:41])[N:34]=2)=[CH:28][CH:27]=1.C(O[BH-](OC(=O)C)OC(=O)C)(=O)C.[Na+]. Product: [CH3:23][O:24][C:25](=[O:42])[C:26]1[CH:31]=[CH:30][C:29]([S:32][C:33]2[CH:38]=[CH:37][C:36]([CH2:39][N:20]3[CH2:19][CH2:18][CH:17]([N:6]4[CH:5]([CH2:1][CH2:2][CH2:3][CH3:4])[CH2:9][N:8]([CH:10]5[CH2:11][CH2:12][O:13][CH2:14][CH2:15]5)[C:7]4=[O:16])[CH2:22][CH2:21]3)=[C:35]([CH3:41])[N:34]=2)=[CH:28][CH:27]=1. The catalyst class is: 2. (4) Reactant: [NH2:1][C:2]1[N:7]=[CH:6][N:5]=[C:4]2[N:8]([CH:19]([C:21]3[CH:22]=[C:23]4[N:28]([C:29]=3[CH2:30][N:31]3[CH2:48][CH2:47][C:34]5([CH2:39][CH2:38][N:37]([C:40](OC(C)(C)C)=O)[CH2:36][CH2:35]5)[CH2:33][CH2:32]3)[CH:27]=[CH:26][CH:25]=[CH:24]4)[CH3:20])[N:9]=[C:10]([C:11]3[CH:16]=[C:15]([OH:17])[CH:14]=[C:13]([F:18])[CH:12]=3)[C:3]=12.C1COCC1.[H-].[H-].[H-].[H-].[Li+].[Al+3].O.O.O.O.O.O.O.O.O.O.S([O-])([O-])(=O)=O.[Na+].[Na+]. Product: [NH2:1][C:2]1[N:7]=[CH:6][N:5]=[C:4]2[N:8]([CH:19]([C:21]3[CH:22]=[C:23]4[N:28]([C:29]=3[CH2:30][N:31]3[CH2:48][CH2:47][C:34]5([CH2:39][CH2:38][N:37]([CH3:40])[CH2:36][CH2:35]5)[CH2:33][CH2:32]3)[CH:27]=[CH:26][CH:25]=[CH:24]4)[CH3:20])[N:9]=[C:10]([C:11]3[CH:16]=[C:15]([OH:17])[CH:14]=[C:13]([F:18])[CH:12]=3)[C:3]=12. The catalyst class is: 1. (5) Reactant: [C:1]([N:4]1[C:12]2[C:7](=[CH:8][C:9]([S:13]([NH2:16])(=[O:15])=[O:14])=[CH:10][CH:11]=2)[CH2:6][CH2:5]1)(=O)[CH3:2].B.C1COCC1. Product: [CH2:1]([N:4]1[C:12]2[C:7](=[CH:8][C:9]([S:13]([NH2:16])(=[O:14])=[O:15])=[CH:10][CH:11]=2)[CH2:6][CH2:5]1)[CH3:2]. The catalyst class is: 1. (6) Reactant: C(O[C:6](=[O:15])[NH:7][C:8]1[CH:13]=[CH:12][C:11]([Cl:14])=[CH:10][CH:9]=1)(C)(C)C.[Li]C(C)(C)C.[C:21]([N:25]=[C:26]=[O:27])([CH3:24])([CH3:23])[CH3:22]. Product: [C:21]([N:25]1[C:26](=[O:27])[C:9]2[C:8](=[CH:13][CH:12]=[C:11]([Cl:14])[CH:10]=2)[NH:7][C:6]1=[O:15])([CH3:24])([CH3:23])[CH3:22]. The catalyst class is: 1.